Dataset: Catalyst prediction with 721,799 reactions and 888 catalyst types from USPTO. Task: Predict which catalyst facilitates the given reaction. (1) Reactant: [Br:1][C:2]1[CH:7]=[CH:6][C:5]([C:8]2[N:13]=[N:12][C:11]([NH:14][NH2:15])=[N:10][CH:9]=2)=[CH:4][CH:3]=1.[S:16]1[C:20]2[CH:21]=[C:22]([C:25]3([C:28](O)=O)[CH2:27][CH2:26]3)[CH:23]=[CH:24][C:19]=2[N:18]=[CH:17]1. Product: [S:16]1[C:20]2[CH:21]=[C:22]([C:25]3([C:28]4[N:12]5[N:13]=[C:8]([C:5]6[CH:4]=[CH:3][C:2]([Br:1])=[CH:7][CH:6]=6)[CH:9]=[N:10][C:11]5=[N:14][N:15]=4)[CH2:27][CH2:26]3)[CH:23]=[CH:24][C:19]=2[N:18]=[CH:17]1. The catalyst class is: 286. (2) Reactant: [NH2:1][CH2:2][C:3]1[CH:4]=[CH:5][C:6]([CH2:11][N:12]([CH2:23][C:24]2[C:29]([CH3:30])=[CH:28][C:27]([CH3:31])=[CH:26][N:25]=2)[CH:13]2[C:22]3[N:21]=[CH:20][CH:19]=[CH:18][C:17]=3[CH2:16][CH2:15][CH2:14]2)=[C:7]([CH2:9][OH:10])[CH:8]=1.[C:32]1([C@H:38]([CH2:42][CH3:43])[C:39](O)=[O:40])[CH:37]=[CH:36][CH:35]=[CH:34][CH:33]=1.CCN=C=NCCCN(C)C.C1C=CC2N(O)N=NC=2C=1.CCN(C(C)C)C(C)C. Product: [CH3:30][C:29]1[C:24]([CH2:23][N:12]([CH2:11][C:6]2[CH:5]=[CH:4][C:3]([CH2:2][NH:1][C:39](=[O:40])[CH:38]([C:32]3[CH:37]=[CH:36][CH:35]=[CH:34][CH:33]=3)[CH2:42][CH3:43])=[CH:8][C:7]=2[CH2:9][OH:10])[CH:13]2[C:22]3[N:21]=[CH:20][CH:19]=[CH:18][C:17]=3[CH2:16][CH2:15][CH2:14]2)=[N:25][CH:26]=[C:27]([CH3:31])[CH:28]=1. The catalyst class is: 2.